From a dataset of Full USPTO retrosynthesis dataset with 1.9M reactions from patents (1976-2016). Predict the reactants needed to synthesize the given product. (1) Given the product [CH2:26]([N:5]([CH2:1][CH2:2][CH2:3][CH3:4])[C:6]1[CH:11]=[CH:10][C:9]([CH:12]=[CH:13][C:14]2[C:19]([CH3:20])=[CH:18][C:17]([CH:21]=[O:22])=[C:16]([CH3:23])[CH:15]=2)=[C:8]([O:24][CH3:25])[CH:7]=1)[CH2:27][CH2:28][CH3:29], predict the reactants needed to synthesize it. The reactants are: [CH2:1]([N:5]([CH2:26][CH2:27][CH2:28][CH3:29])[C:6]1[CH:11]=[CH:10][C:9]([CH:12]=[CH:13][C:14]2[C:19]([CH3:20])=[CH:18][C:17]([CH2:21][OH:22])=[C:16]([CH3:23])[CH:15]=2)=[C:8]([O:24][CH3:25])[CH:7]=1)[CH2:2][CH2:3][CH3:4]. (2) Given the product [F:11][C:8]1[CH:9]=[CH:10][C:5]([C:3]2[N:17]=[C:15]([CH2:14][C:12]#[N:13])[S:16][CH:2]=2)=[CH:6][CH:7]=1, predict the reactants needed to synthesize it. The reactants are: Br[CH2:2][C:3]([C:5]1[CH:10]=[CH:9][C:8]([F:11])=[CH:7][CH:6]=1)=O.[C:12]([CH2:14][C:15]([NH2:17])=[S:16])#[N:13]. (3) Given the product [Br:1][C:2]1[CH:7]=[CH:6][C:5]([O:8][CH2:16][CH2:17][CH2:18][Cl:19])=[CH:4][CH:3]=1, predict the reactants needed to synthesize it. The reactants are: [Br:1][C:2]1[CH:7]=[CH:6][C:5]([OH:8])=[CH:4][CH:3]=1.C(=O)([O-])[O-].[K+].[K+].Br[CH2:16][CH2:17][CH2:18][Cl:19]. (4) The reactants are: [C:1]([O:5][C:6]([NH:8][C:9]1([C:12]([OH:14])=O)[CH2:11][CH2:10]1)=[O:7])([CH3:4])([CH3:3])[CH3:2].CCN=C=NCCCN(C)C.Cl.[F:27][C:28]([F:32])([F:31])[CH2:29][NH2:30]. Given the product [F:27][C:28]([F:32])([F:31])[CH2:29][NH:30][C:12]([C:9]1([NH:8][C:6](=[O:7])[O:5][C:1]([CH3:2])([CH3:3])[CH3:4])[CH2:10][CH2:11]1)=[O:14], predict the reactants needed to synthesize it. (5) The reactants are: [CH3:1][N:2]1[CH2:7][CH2:6][N:5]([CH3:8])[C:4](=[O:9])[CH:3]1[C:10]1[CH:15]=[CH:14][C:13]([NH:16][C:17]2[C:18](=[O:44])[N:19]([CH3:43])[CH:20]=[C:21]([C:23]3[C:24]([CH3:42])=[C:25]([NH:29][C:30]([C:32]4[S:36][C:35]5[C:37](=[O:41])[CH2:38][CH2:39][CH2:40][C:34]=5[CH:33]=4)=[O:31])[CH:26]=[CH:27][CH:28]=3)[N:22]=2)=[CH:12][CH:11]=1.[BH4-].[Na+]. Given the product [CH3:1][N:2]1[CH2:7][CH2:6][N:5]([CH3:8])[C:4](=[O:9])[CH:3]1[C:10]1[CH:15]=[CH:14][C:13]([NH:16][C:17]2[C:18](=[O:44])[N:19]([CH3:43])[CH:20]=[C:21]([C:23]3[C:24]([CH3:42])=[C:25]([NH:29][C:30]([C:32]4[S:36][C:35]5[CH:37]([OH:41])[CH2:38][CH2:39][CH2:40][C:34]=5[CH:33]=4)=[O:31])[CH:26]=[CH:27][CH:28]=3)[N:22]=2)=[CH:12][CH:11]=1, predict the reactants needed to synthesize it. (6) The reactants are: [Cl:1][C:2]1[CH:3]=[C:4]2[N:22](COCC[Si](C)(C)C)[C:21]([O:31][C@H:32]3[C@H:36]4[O:37][CH2:38][C@@H:39]([CH2:40][C:41]([O:43][CH2:44][CH3:45])=[O:42])[C@H:35]4[O:34][CH2:33]3)=[N:20][C:5]2=[N:6][C:7]=1[C:8]1[CH:13]=[CH:12][C:11]([C:14]2[CH:19]=[CH:18][CH:17]=[CH:16][CH:15]=2)=[CH:10][CH:9]=1. Given the product [Cl:1][C:2]1[CH:3]=[C:4]2[NH:22][C:21]([O:31][C@H:32]3[C@H:36]4[O:37][CH2:38][C@@H:39]([CH2:40][C:41]([O:43][CH2:44][CH3:45])=[O:42])[C@H:35]4[O:34][CH2:33]3)=[N:20][C:5]2=[N:6][C:7]=1[C:8]1[CH:13]=[CH:12][C:11]([C:14]2[CH:15]=[CH:16][CH:17]=[CH:18][CH:19]=2)=[CH:10][CH:9]=1, predict the reactants needed to synthesize it. (7) Given the product [F:32][C:2]1([F:1])[CH2:6][CH2:5][N:4]([C:7]2[C:8]3[N:22]=[N:21][NH:20][C:9]=3[N:10]=[C:11]([O:13][C@@H:14]([CH3:19])[C:15]([F:17])([F:18])[F:16])[N:12]=2)[CH2:3]1, predict the reactants needed to synthesize it. The reactants are: [F:1][C:2]1([F:32])[CH2:6][CH2:5][N:4]([C:7]2[C:8]3[N:22]=[N:21][N:20](CC4C=CC(OC)=CC=4)[C:9]=3[N:10]=[C:11]([O:13][C@@H:14]([CH3:19])[C:15]([F:18])([F:17])[F:16])[N:12]=2)[CH2:3]1. (8) Given the product [CH2:18]([N:13]1[NH:12][N:11]=[C:10]([CH2:9][CH2:8][NH2:7])[NH:14]1)[CH3:19].[C:1]([O:5][C:6](=[O:15])[NH:7][CH2:8][CH2:9][C:10]1[N:11]=[N:12][N:13]([CH2:18][CH3:19])[N:14]=1)([CH3:4])([CH3:2])[CH3:3], predict the reactants needed to synthesize it. The reactants are: [C:1]([O:5][C:6](=[O:15])[NH:7][CH2:8][CH2:9][C:10]1[NH:14][N:13]=[N:12][N:11]=1)([CH3:4])([CH3:3])[CH3:2].[H-].[Na+].[CH2:18](I)[CH3:19]. (9) Given the product [NH2:4][C:3]1[N:5]=[C:10]([C:12]2[CH:21]=[CH:20][C:19]3[NH:18][C:17](=[O:22])[C:16]4[NH:23][CH:24]=[CH:25][C:15]=4[C:14]=3[CH:13]=2)[CH:9]=[CH:8][N:2]=1.[CH2:27]([C:29]([O-:31])=[O:30])[CH3:28], predict the reactants needed to synthesize it. The reactants are: Cl.[NH2:2][C:3]([NH2:5])=[NH:4].CN(C)[CH:8]=[CH:9][C:10]([C:12]1[CH:21]=[CH:20][C:19]2[NH:18][C:17](=[O:22])[C:16]3[NH:23][CH:24]=[CH:25][C:15]=3[C:14]=2[CH:13]=1)=O.[CH2:27]([C:29]([O-:31])=[O:30])[CH3:28]. (10) Given the product [Cl:8][C:9]1[CH:15]=[CH:14][C:12]([NH:13][CH2:16][CH2:17][OH:18])=[CH:11][CH:10]=1, predict the reactants needed to synthesize it. The reactants are: ClCCl.O=S(Cl)Cl.[Cl:8][C:9]1[CH:15]=[CH:14][C:12]([NH2:13])=[CH:11][CH:10]=1.[CH2:16](O)[CH2:17][OH:18].